Dataset: Forward reaction prediction with 1.9M reactions from USPTO patents (1976-2016). Task: Predict the product of the given reaction. (1) Given the reactants ClC1C=CC=C(C(OO)=[O:9])C=1.[CH3:12][N:13]([CH3:46])[CH2:14][CH2:15][O:16][C:17]1[CH:22]=[CH:21][C:20]([S:23][C:24]2[C:25]([C:37]([NH:39][C:40]3[S:44][N:43]=[C:42]([CH3:45])[N:41]=3)=[O:38])=[N:26][C:27]([S:30][C:31]3[N:35]([CH3:36])[CH:34]=[N:33][N:32]=3)=[CH:28][CH:29]=2)=[CH:19][CH:18]=1.S([O-])([O-])=O.[Na+].[Na+], predict the reaction product. The product is: [CH3:12][N+:13]([CH2:14][CH2:15][O:16][C:17]1[CH:22]=[CH:21][C:20]([S:23][C:24]2[C:25]([C:37]([NH:39][C:40]3[S:44][N:43]=[C:42]([CH3:45])[N:41]=3)=[O:38])=[N:26][C:27]([S:30][C:31]3[N:35]([CH3:36])[CH:34]=[N:33][N:32]=3)=[CH:28][CH:29]=2)=[CH:19][CH:18]=1)([CH3:46])[O-:9]. (2) Given the reactants Br[C:2]1[CH:3]=[CH:4][CH:5]=[C:6]2[C:11]=1[N:10]=[C:9]([O:12][C:13]1[CH:18]=[CH:17][CH:16]=[CH:15][CH:14]=1)[C:8]([CH3:19])=[CH:7]2.C([Sn](CCCC)(CCCC)[C:25]([O:27]CC)=[CH2:26])CCC, predict the reaction product. The product is: [CH3:19][C:8]1[C:9]([O:12][C:13]2[CH:18]=[CH:17][CH:16]=[CH:15][CH:14]=2)=[N:10][C:11]2[C:6]([CH:7]=1)=[CH:5][CH:4]=[CH:3][C:2]=2[C:25](=[O:27])[CH3:26]. (3) Given the reactants [O:1]1[C:6]2[CH:7]=[CH:8][C:9]([C:11]3[CH:12]=[C:13]([CH:17]=[C:18]([O:20][CH2:21][CH2:22][CH2:23][CH2:24][CH2:25][CH2:26][C:27]4[CH:32]=[CH:31][CH:30]=[C:29]([O:33][CH2:34][CH2:35][CH2:36][C:37]([O:39]CC)=[O:38])[C:28]=4[CH2:42][CH2:43][C:44]([O:46]CC)=[O:45])[CH:19]=3)[C:14](O)=[O:15])=[CH:10][C:5]=2[O:4][CH2:3][CH2:2]1.[F:49][C:50]1[CH:55]=[CH:54][C:53]([CH2:56][CH2:57][NH2:58])=[CH:52][CH:51]=1, predict the reaction product. The product is: [C:44]([CH2:43][CH2:42][C:28]1[C:27]([CH2:26][CH2:25][CH2:24][CH2:23][CH2:22][CH2:21][O:20][C:18]2[CH:17]=[C:13]([C:14](=[O:15])[NH:58][CH2:57][CH2:56][C:53]3[CH:54]=[CH:55][C:50]([F:49])=[CH:51][CH:52]=3)[CH:12]=[C:11]([C:9]3[CH:8]=[CH:7][C:6]4[O:1][CH2:2][CH2:3][O:4][C:5]=4[CH:10]=3)[CH:19]=2)=[CH:32][CH:31]=[CH:30][C:29]=1[O:33][CH2:34][CH2:35][CH2:36][C:37]([OH:39])=[O:38])([OH:46])=[O:45]. (4) Given the reactants Cl[C:2]1[C:7]([CH3:8])=[C:6]([C:9]2[CH:14]=[CH:13][C:12]([O:15][CH3:16])=[CH:11][CH:10]=2)[N:5]=[CH:4][N:3]=1.[CH3:17][C:18]1[CH:30]=[C:29]([CH2:31][N:32](C2C(C)=C(C3C=CC(C(F)(F)F)=CC=3)N=CN=2)[CH2:33][CH2:34][CH3:35])[CH:28]=[CH:27][C:19]=1[O:20][CH2:21][C:22]([O:24][CH2:25][CH3:26])=[O:23], predict the reaction product. The product is: [CH3:17][C:18]1[CH:30]=[C:29]([CH2:31][N:32]([C:2]2[C:7]([CH3:8])=[C:6]([C:9]3[CH:14]=[CH:13][C:12]([O:15][CH3:16])=[CH:11][CH:10]=3)[N:5]=[CH:4][N:3]=2)[CH2:33][CH2:34][CH3:35])[CH:28]=[CH:27][C:19]=1[O:20][CH2:21][C:22]([O:24][CH2:25][CH3:26])=[O:23]. (5) Given the reactants FC1C=CC(B2OC(C)(C)C(C)(C)O2)=CC=1C#N.[CH3:19][S:20]([CH:23]1[CH2:26][N:25]([C:27]2[CH:34]=[CH:33][C:32]([B:35]3[O:39][C:38]([CH3:41])([CH3:40])[C:37]([CH3:43])([CH3:42])[O:36]3)=[CH:31][C:28]=2[C:29]#[N:30])[CH2:24]1)(=[O:22])=[O:21].C(=O)([O-])[O-].[K+].[K+].Cl.CS(C1CNC1)(=O)=O, predict the reaction product. The product is: [CH3:19][S:20]([CH:23]1[CH2:24][N:25]([C:27]2[CH:34]=[CH:33][C:32]([B:35]3[O:39][C:38]([CH3:41])([CH3:40])[C:37]([CH3:43])([CH3:42])[O:36]3)=[CH:31][C:28]=2[C:29]#[N:30])[CH2:26]1)(=[O:22])=[O:21]. (6) The product is: [Cl:1][C:2]1[CH:7]=[CH:6][C:5]([S:8]([OH:11])(=[O:10])=[O:9])=[CH:4][C:3]=1[NH:12][C:22](=[O:23])[CH2:21][CH2:20][C@@H:19]([C:25]([OH:27])=[O:26])[NH2:18]. Given the reactants [Cl:1][C:2]1[CH:7]=[CH:6][C:5]([S:8]([O-:11])(=[O:10])=[O:9])=[CH:4][C:3]=1[N+:12]([O-])=O.[Na+].[H][H].[NH:18](C(OC(C)(C)C)=O)[C@H:19]([C:25]([O:27]C(C)(C)C)=[O:26])[CH2:20][CH2:21][C:22](=O)[OH:23].Cl.C1C=NC2N(O)N=NC=2C=1.CN(C(ON1N=NC2C=CC=NC1=2)=[N+](C)C)C.F[P-](F)(F)(F)(F)F.CCN(C(C)C)C(C)C, predict the reaction product. (7) Given the reactants [CH2:1]([O:8][C:9]1[CH:14]=[C:13]([O:15]CC2C=CC=CC=2)[CH:12]=[C:11]([O:23][CH2:24][C:25]2[CH:30]=[CH:29][CH:28]=[CH:27][CH:26]=2)[CH:10]=1)[C:2]1[CH:7]=[CH:6][CH:5]=[CH:4][CH:3]=1.C(S)CCC.[H][H].CCCCCC.CCOC(C)=O, predict the reaction product. The product is: [CH2:24]([O:23][C:11]1[CH:12]=[C:13]([OH:15])[CH:14]=[C:9]([O:8][CH2:1][C:2]2[CH:7]=[CH:6][CH:5]=[CH:4][CH:3]=2)[CH:10]=1)[C:25]1[CH:26]=[CH:27][CH:28]=[CH:29][CH:30]=1. (8) Given the reactants [F:1][C:2]1[CH:7]=[C:6]([S:8]([CH3:11])(=[O:10])=[O:9])[CH:5]=[CH:4][C:3]=1[NH:12][C@H:13]1[CH2:17][CH2:16][N:15]([CH:18]2[CH2:23][CH2:22][N:21]([C:24]3[N:28]=[C:27](C(Cl)(Cl)Cl)[O:26][N:25]=3)[CH2:20][CH2:19]2)[C:14]1=[O:33].[NH:34]1[CH2:38][CH2:37][CH2:36][CH2:35]1, predict the reaction product. The product is: [F:1][C:2]1[CH:7]=[C:6]([S:8]([CH3:11])(=[O:10])=[O:9])[CH:5]=[CH:4][C:3]=1[NH:12][C@H:13]1[CH2:17][CH2:16][N:15]([CH:18]2[CH2:23][CH2:22][N:21]([C:24]3[N:28]=[C:27]([N:34]4[CH2:38][CH2:37][CH2:36][CH2:35]4)[O:26][N:25]=3)[CH2:20][CH2:19]2)[C:14]1=[O:33]. (9) Given the reactants [H-].[Na+].[CH3:3][CH2:4][O:5][C:6]([CH:8](P(OCC)(OCC)=O)[F:9])=[O:7].[C:18]([C:21]1[O:25][C:24]2[C:26]([C:30]3[CH:35]=[C:34]([CH:36]([CH3:38])[CH3:37])[CH:33]=[C:32]([CH:39]([CH3:41])[CH3:40])[C:31]=3[O:42][CH2:43][CH:44]([F:46])[F:45])=[CH:27][CH:28]=[CH:29][C:23]=2[CH:22]=1)(=O)[CH3:19].O, predict the reaction product. The product is: [CH2:4]([O:5][C:6](=[O:7])[C:8]([F:9])=[C:18]([C:21]1[O:25][C:24]2[C:26]([C:30]3[CH:35]=[C:34]([CH:36]([CH3:37])[CH3:38])[CH:33]=[C:32]([CH:39]([CH3:41])[CH3:40])[C:31]=3[O:42][CH2:43][CH:44]([F:46])[F:45])=[CH:27][CH:28]=[CH:29][C:23]=2[CH:22]=1)[CH3:19])[CH3:3]. (10) Given the reactants [C:1]([Si:5]([CH3:26])([CH3:25])[O:6][CH2:7][CH2:8][N:9]1[CH2:14][CH2:13][N:12]([CH2:15][C:16]2[CH:21]=[CH:20][C:19]([N+:22]([O-])=O)=[CH:18][CH:17]=2)[CH2:11][CH2:10]1)([CH3:4])([CH3:3])[CH3:2].O.[NH4+].[Cl-], predict the reaction product. The product is: [C:1]([Si:5]([CH3:26])([CH3:25])[O:6][CH2:7][CH2:8][N:9]1[CH2:10][CH2:11][N:12]([CH2:15][C:16]2[CH:17]=[CH:18][C:19]([NH2:22])=[CH:20][CH:21]=2)[CH2:13][CH2:14]1)([CH3:4])([CH3:3])[CH3:2].